From a dataset of Forward reaction prediction with 1.9M reactions from USPTO patents (1976-2016). Predict the product of the given reaction. Given the reactants OC1C=CC=CN=1.[C:8]([O:12][C:13](=[O:41])[NH:14][C@H:15]([C@@H:33]1[CH2:37][C@@H:36]([CH2:38][CH3:39])[C:35](=[O:40])[O:34]1)[CH2:16][N:17]1[CH2:22][C:21](=[O:23])[N:20]([C:24]2[CH:29]=[CH:28][CH:27]=[CH:26][C:25]=2[Cl:30])[CH2:19][C:18]1([CH3:32])[CH3:31])([CH3:11])([CH3:10])[CH3:9].[CH2:42]([NH2:46])[CH:43]([CH3:45])[CH3:44], predict the reaction product. The product is: [C:8]([O:12][C:13](=[O:41])[NH:14][C@@H:15]([CH2:16][N:17]1[CH2:22][C:21](=[O:23])[N:20]([C:24]2[CH:29]=[CH:28][CH:27]=[CH:26][C:25]=2[Cl:30])[CH2:19][C:18]1([CH3:32])[CH3:31])[C@@H:33]([OH:34])[CH2:37][C@H:36]([C:35](=[O:40])[NH:46][CH2:42][CH:43]([CH3:45])[CH3:44])[CH2:38][CH3:39])([CH3:9])([CH3:10])[CH3:11].